From a dataset of Full USPTO retrosynthesis dataset with 1.9M reactions from patents (1976-2016). Predict the reactants needed to synthesize the given product. Given the product [CH2:35]([O:2][C:1]([CH2:4][CH2:5][C:6]1[C:11](=[O:12])[N:10]([C:13]2[CH:18]=[CH:17][CH:16]=[C:15]([NH:19][C:20]([NH:22][C:23]3[CH:28]=[CH:27][CH:26]=[CH:25][C:24]=3[O:29][CH3:30])=[O:21])[CH:14]=2)[C:9]2[N:31]=[CH:32][CH:33]=[CH:34][C:8]=2[N:7]=1)=[O:3])[CH3:36], predict the reactants needed to synthesize it. The reactants are: [C:1]([CH2:4][CH2:5][C:6]1[C:11](=[O:12])[N:10]([C:13]2[CH:18]=[CH:17][CH:16]=[C:15]([NH:19][C:20]([NH:22][C:23]3[CH:28]=[CH:27][CH:26]=[CH:25][C:24]=3[O:29][CH3:30])=[O:21])[CH:14]=2)[C:9]2[N:31]=[CH:32][CH:33]=[CH:34][C:8]=2[N:7]=1)([OH:3])=[O:2].[CH2:35](O)[CH3:36].